This data is from Forward reaction prediction with 1.9M reactions from USPTO patents (1976-2016). The task is: Predict the product of the given reaction. (1) Given the reactants [C:1]([NH:8][CH2:9][CH2:10][CH2:11][OH:12])([O:3][C:4]([CH3:7])([CH3:6])[CH3:5])=[O:2].C(N(CC)CC)C.[CH3:20][S:21](Cl)(=[O:23])=[O:22].O, predict the reaction product. The product is: [CH3:20][S:21]([O:12][CH2:11][CH2:10][CH2:9][NH:8][C:1]([O:3][C:4]([CH3:5])([CH3:6])[CH3:7])=[O:2])(=[O:23])=[O:22]. (2) Given the reactants [C:1]([C:3]1[CH:4]=[C:5]([CH:9]=[CH:10][C:11]=1[O:12][CH3:13])[C:6]([OH:8])=O)#[N:2].[CH3:14][O:15][C:16]1[CH:17]=[C:18]([CH:20]=[C:21]([O:25][CH3:26])[C:22]=1[O:23][CH3:24])[NH2:19], predict the reaction product. The product is: [CH3:26][O:25][C:21]1[CH:20]=[C:18]([NH:19][C:6](=[O:8])[C:5]2[CH:9]=[CH:10][C:11]([O:12][CH3:13])=[C:3]([C:1]#[N:2])[CH:4]=2)[CH:17]=[C:16]([O:15][CH3:14])[C:22]=1[O:23][CH3:24]. (3) Given the reactants [Si:1]([O:8][CH2:9][CH:10]1[O:14][N:13]=[C:12]([C:15]2[CH:20]=[CH:19][C:18]([Sn](C)(C)C)=[CH:17][CH:16]=2)[CH2:11]1)([C:4]([CH3:7])([CH3:6])[CH3:5])([CH3:3])[CH3:2].I[C:26]1[CH:31]=[CH:30][C:29]([N:32]2[CH2:36][C@H:35]([CH2:37][N:38]3[CH:42]=[CH:41][N:40]=[N:39]3)[O:34][C:33]2=[O:43])=[CH:28][CH:27]=1.O1C=CC=C1P(C1OC=CC=1)C1OC=CC=1, predict the reaction product. The product is: [Si:1]([O:8][CH2:9][CH:10]1[O:14][N:13]=[C:12]([C:15]2[CH:20]=[CH:19][C:18]([C:26]3[CH:27]=[CH:28][C:29]([N:32]4[CH2:36][C@H:35]([CH2:37][N:38]5[CH:42]=[CH:41][N:40]=[N:39]5)[O:34][C:33]4=[O:43])=[CH:30][CH:31]=3)=[CH:17][CH:16]=2)[CH2:11]1)([C:4]([CH3:7])([CH3:6])[CH3:5])([CH3:3])[CH3:2].